Task: Predict the reaction yield, written as a fraction of the theoretical maximum amount of product (1.0 means a 100% yield; for example, 0.34 means a 34% yield).. Dataset: Reaction yield outcomes from USPTO patents with 853,638 reactions The reactants are [Cl:1][C:2]1[N:7]=[C:6]([Cl:8])[CH:5]=[C:4]([Cl:9])[N:3]=1.Cl.[CH:11]12[O:18][CH:15]([CH2:16][CH2:17]1)[CH2:14][NH:13][CH2:12]2.CCN(CC)CC. The catalyst is CCO. The product is [Cl:1][C:2]1[N:3]=[C:4]([N:13]2[CH2:12][CH:11]3[O:18][CH:15]([CH2:16][CH2:17]3)[CH2:14]2)[CH:5]=[C:6]([Cl:8])[N:7]=1.[Cl:9][C:4]1[CH:5]=[C:6]([Cl:8])[N:7]=[C:2]([N:13]2[CH2:12][CH:11]3[O:18][CH:15]([CH2:16][CH2:17]3)[CH2:14]2)[N:3]=1. The yield is 0.830.